From a dataset of Catalyst prediction with 721,799 reactions and 888 catalyst types from USPTO. Predict which catalyst facilitates the given reaction. Reactant: [C:1]([NH:5][S:6]([CH2:9][CH2:10][CH2:11]Cl)(=[O:8])=[O:7])([CH3:4])([CH3:3])[CH3:2].C([Li])CCC. Product: [C:1]([NH:5][S:6]([CH:9]1[CH2:11][CH2:10]1)(=[O:8])=[O:7])([CH3:4])([CH3:3])[CH3:2]. The catalyst class is: 1.